Dataset: Catalyst prediction with 721,799 reactions and 888 catalyst types from USPTO. Task: Predict which catalyst facilitates the given reaction. (1) Reactant: O.NN.[N+:4]([C:7]1[CH:8]=[CH:9][C:10]2[CH2:16][CH2:15][CH2:14][NH:13][C:12](=[O:17])[C:11]=2[CH:18]=1)([O-])=O. Product: [NH2:4][C:7]1[CH:8]=[CH:9][C:10]2[CH2:16][CH2:15][CH2:14][NH:13][C:12](=[O:17])[C:11]=2[CH:18]=1. The catalyst class is: 63. (2) Product: [CH3:21][O:2][C:1]([C:4]1[C:13]2[C:8](=[CH:9][CH:10]=[CH:11][CH:12]=2)[N:7]=[C:6]([C:14]2[CH:19]=[CH:18][CH:17]=[CH:16][CH:15]=2)[C:5]=1[CH3:20])=[O:3]. Reactant: [C:1]([C:4]1[C:13]2[C:8](=[CH:9][CH:10]=[CH:11][CH:12]=2)[N:7]=[C:6]([C:14]2[CH:19]=[CH:18][CH:17]=[CH:16][CH:15]=2)[C:5]=1[CH3:20])([OH:3])=[O:2].[C:21](Cl)(=O)C(Cl)=O.C(OCC)(=O)C.C([O-])(O)=O.[Na+]. The catalyst class is: 59. (3) Reactant: C([O:8][C:9](=[O:49])[CH2:10][S:11][C:12]1[CH:17]=[CH:16][CH:15]=[C:14]([NH:18][C:19](=[O:48])[CH2:20][N:21]2[C:27](=[O:28])[N:26]([CH:29]3[CH2:35][CH2:34][CH2:33][CH2:32][CH2:31][CH2:30]3)[C:25]3[CH:36]=[CH:37][CH:38]=[CH:39][C:24]=3[N:23]([CH2:40][C:41](=[O:46])[C:42]([CH3:45])([CH3:44])[CH3:43])[C:22]2=[O:47])[CH:13]=1)C1C=CC=CC=1.[OH-].[Na+].OS([O-])(=O)=O.[K+]. Product: [CH:29]1([N:26]2[C:25]3[CH:36]=[CH:37][CH:38]=[CH:39][C:24]=3[N:23]([CH2:40][C:41](=[O:46])[C:42]([CH3:45])([CH3:44])[CH3:43])[C:22](=[O:47])[N:21]([CH2:20][C:19]([NH:18][C:14]3[CH:13]=[C:12]([S:11][CH2:10][C:9]([OH:49])=[O:8])[CH:17]=[CH:16][CH:15]=3)=[O:48])[C:27]2=[O:28])[CH2:35][CH2:34][CH2:33][CH2:32][CH2:31][CH2:30]1. The catalyst class is: 5. (4) Reactant: Cl[C:2]1[N:7]=[C:6]([NH:8][C:9]2[C:18]([F:19])=[CH:17][CH:16]=[CH:15][C:10]=2[C:11]([NH:13][CH3:14])=[O:12])[C:5]([Cl:20])=[CH:4][N:3]=1.[NH2:21][C:22]1[CH:35]=[CH:34][C:25]2[NH:26][C:27](=[O:33])[CH2:28][CH2:29][C:30]([CH3:32])([CH3:31])[C:24]=2[CH:23]=1.CC1(C)[C@]2(CS(O)(=O)=O)C(C[C@H]1CC2)=O. Product: [Cl:20][C:5]1[C:6]([NH:8][C:9]2[C:18]([F:19])=[CH:17][CH:16]=[CH:15][C:10]=2[C:11]([NH:13][CH3:14])=[O:12])=[N:7][C:2]([NH:21][C:22]2[CH:35]=[CH:34][C:25]3[NH:26][C:27](=[O:33])[CH2:28][CH2:29][C:30]([CH3:32])([CH3:31])[C:24]=3[CH:23]=2)=[N:3][CH:4]=1. The catalyst class is: 32. (5) Reactant: [I:1][C:2]1[C:6]2[C:7]([O:11][CH3:12])=[N:8][CH:9]=[CH:10][C:5]=2[NH:4][CH:3]=1.[H-].[Na+].CC1C=CC(S(O[CH:26]2[CH2:30][CH2:29][O:28][CH2:27]2)(=O)=O)=CC=1. Product: [I:1][C:2]1[C:6]2[C:7]([O:11][CH3:12])=[N:8][CH:9]=[CH:10][C:5]=2[N:4]([CH:26]2[CH2:30][CH2:29][O:28][CH2:27]2)[CH:3]=1. The catalyst class is: 3.